Dataset: Forward reaction prediction with 1.9M reactions from USPTO patents (1976-2016). Task: Predict the product of the given reaction. Given the reactants [CH3:1][C:2]1[CH:7]=[CH:6][CH:5]=[CH:4][C:3]=1[C:8]1[C:19](=[O:20])[NH:18][C:11]2[N:12]=[C:13]([S:16][CH3:17])[N:14]=[CH:15][C:10]=2[CH:9]=1.[CH2:21](Br)[CH3:22].C(=O)([O-])[O-:25].[K+].[K+], predict the reaction product. The product is: [OH:25][CH2:21][CH2:22][N:18]1[C:11]2[N:12]=[C:13]([S:16][CH3:17])[N:14]=[CH:15][C:10]=2[CH:9]=[C:8]([C:3]2[CH:4]=[CH:5][CH:6]=[CH:7][C:2]=2[CH3:1])[C:19]1=[O:20].